This data is from Forward reaction prediction with 1.9M reactions from USPTO patents (1976-2016). The task is: Predict the product of the given reaction. (1) Given the reactants [CH3:1][O:2][C:3]1[CH:8]=[CH:7][C:6]([CH:9]2[CH2:14][CH2:13][O:12][CH2:11][CH2:10]2)=[CH:5][C:4]=1[NH:15][C:16]([NH2:18])=[S:17].Br.CS(C)=O, predict the reaction product. The product is: [CH3:1][O:2][C:3]1[C:4]2[N:15]=[C:16]([NH2:18])[S:17][C:5]=2[C:6]([CH:9]2[CH2:10][CH2:11][O:12][CH2:13][CH2:14]2)=[CH:7][CH:8]=1. (2) Given the reactants [CH3:1][O:2][C:3](=[O:19])[CH2:4][CH2:5][NH:6][S:7]([C:10]1[CH:15]=[CH:14][C:13](Br)=[CH:12][C:11]=1[CH2:17][CH3:18])(=[O:9])=[O:8].[C:20]([Cu])#[N:21].O, predict the reaction product. The product is: [CH3:1][O:2][C:3](=[O:19])[CH2:4][CH2:5][NH:6][S:7]([C:10]1[CH:15]=[CH:14][C:13]([C:20]#[N:21])=[CH:12][C:11]=1[CH2:17][CH3:18])(=[O:9])=[O:8]. (3) Given the reactants Cl[C:2]1[C:7]([NH:8][C:9]([C:11]2[CH:20]=[CH:19][C:14]([C:15]([O:17][CH3:18])=[O:16])=[CH:13][CH:12]=2)=[O:10])=[CH:6][CH:5]=[CH:4][N:3]=1.C[Si](OP(=O)=O)(C)C, predict the reaction product. The product is: [N:8]1[C:7]2[C:2](=[N:3][CH:4]=[CH:5][CH:6]=2)[O:10][C:9]=1[C:11]1[CH:20]=[CH:19][C:14]([C:15]([O:17][CH3:18])=[O:16])=[CH:13][CH:12]=1. (4) Given the reactants [NH2:1][C@H:2]([C:24]([O:26][CH3:27])=[O:25])[CH2:3][S:4][C:5]([C:18]1[CH:23]=[CH:22][CH:21]=[CH:20][CH:19]=1)([C:12]1[CH:17]=[CH:16][CH:15]=[CH:14][CH:13]=1)[C:6]1[CH:11]=[CH:10][CH:9]=[CH:8][CH:7]=1.N([C:54]([O:56][CH2:57][CH:58]1[C:70]2[C:65](=[CH:66][CH:67]=[CH:68][CH:69]=2)[C:64]2[C:59]1=[CH:60][CH:61]=[CH:62][CH:63]=2)=[O:55])[C@H](C(O)=O)CSC(C1C=CC=CC=1)(C1C=CC=CC=1)C1C=CC=CC=1.S(=O)(=O)(O)O, predict the reaction product. The product is: [NH:1]([C:54]([O:56][CH2:57][CH:58]1[C:59]2[C:64](=[CH:63][CH:62]=[CH:61][CH:60]=2)[C:65]2[C:70]1=[CH:69][CH:68]=[CH:67][CH:66]=2)=[O:55])[C@H:2]([C:24]([O:26][CH3:27])=[O:25])[CH2:3][S:4][C:5]([C:12]1[CH:13]=[CH:14][CH:15]=[CH:16][CH:17]=1)([C:6]1[CH:7]=[CH:8][CH:9]=[CH:10][CH:11]=1)[C:18]1[CH:23]=[CH:22][CH:21]=[CH:20][CH:19]=1. (5) The product is: [C:1]1([C:7]2[C:12]([C:13]3[CH:14]=[CH:15][CH:16]=[CH:17][CH:18]=3)=[N:11][CH:10]=[CH:9][N:8]=2)[CH:6]=[CH:5][CH:4]=[CH:3][CH:2]=1. Given the reactants [C:1]1([C:7]2[C:12]([C:13]3[CH:18]=[CH:17][CH:16]=[CH:15][CH:14]=3)=[N:11][CH2:10][CH2:9][N:8]=2)[CH:6]=[CH:5][CH:4]=[CH:3][CH:2]=1.[OH-].[K+], predict the reaction product. (6) Given the reactants Br[CH2:2]Br.[F:4][C:5]1[C:6]([O:14][CH3:15])=[C:7]([C:11](=O)[CH3:12])[CH:8]=[CH:9][CH:10]=1.Cl, predict the reaction product. The product is: [F:4][C:5]1[CH:10]=[CH:9][CH:8]=[C:7]([C:11](=[CH2:2])[CH3:12])[C:6]=1[O:14][CH3:15]. (7) The product is: [CH3:1][O:2][C:3]1[CH:4]=[C:5]([NH:15][C:16](=[O:25])[O:17][CH2:18][C:19]2[CH:20]=[CH:21][CH:22]=[CH:23][CH:24]=2)[CH:6]=[CH:7][C:8]=1[CH:9]1[CH2:10][CH2:11][N:12]([CH3:28])[CH2:13][CH2:14]1. Given the reactants [CH3:1][O:2][C:3]1[CH:4]=[C:5]([NH:15][C:16](=[O:25])[O:17][CH2:18][C:19]2[CH:24]=[CH:23][CH:22]=[CH:21][CH:20]=2)[CH:6]=[CH:7][C:8]=1[CH:9]1[CH2:14][CH2:13][NH:12][CH2:11][CH2:10]1.C=O.[C:28](O[BH-](OC(=O)C)OC(=O)C)(=O)C.[Na+].C(=O)([O-])O.[Na+], predict the reaction product. (8) Given the reactants Br[C:2]1[CH:29]=[CH:28][C:5]([CH2:6][N:7]2[C:15]3[C:14]([O:16][CH3:17])=[N:13][C:12]([N:18]4[CH:22]=[C:21]([C:23]([O:25][CH2:26][CH3:27])=[O:24])[CH:20]=[N:19]4)=[N:11][C:10]=3[CH:9]=[N:8]2)=[CH:4][CH:3]=1.[NH:30]1[CH2:34][CH2:33][CH2:32][C:31]1=[O:35].C(=O)([O-])[O-].[Cs+].[Cs+].C(OCC)(=O)C, predict the reaction product. The product is: [CH3:17][O:16][C:14]1[C:15]2[N:7]([CH2:6][C:5]3[CH:28]=[CH:29][C:2]([N:30]4[CH2:34][CH2:33][CH2:32][C:31]4=[O:35])=[CH:3][CH:4]=3)[N:8]=[CH:9][C:10]=2[N:11]=[C:12]([N:18]2[CH:22]=[C:21]([C:23]([O:25][CH2:26][CH3:27])=[O:24])[CH:20]=[N:19]2)[N:13]=1. (9) Given the reactants C(OC(=O)[NH:7][C:8]1[CH2:9][O:10][CH2:11][CH2:12][C:13]([C:19]2[CH:24]=[C:23]([NH:25][C:26]([C:28]3[CH:33]=[CH:32][C:31]([C:34]#[N:35])=[CH:30][N:29]=3)=[O:27])[CH:22]=[CH:21][C:20]=2[F:36])([C:15]([F:18])([F:17])[F:16])[N:14]=1)(C)(C)C.[Cl:38]CCl, predict the reaction product. The product is: [ClH:38].[NH2:7][C:8]1[CH2:9][O:10][CH2:11][CH2:12][C:13]([C:19]2[CH:24]=[C:23]([NH:25][C:26]([C:28]3[CH:33]=[CH:32][C:31]([C:34]#[N:35])=[CH:30][N:29]=3)=[O:27])[CH:22]=[CH:21][C:20]=2[F:36])([C:15]([F:18])([F:17])[F:16])[N:14]=1.